This data is from Forward reaction prediction with 1.9M reactions from USPTO patents (1976-2016). The task is: Predict the product of the given reaction. (1) The product is: [NH2:1][C:2]1[N:7]=[C:6]([N:8]2[C:12]3[CH:13]=[C:14]([C:32]#[C:31][C:29]([C:26]4[S:27][CH:28]=[C:24]([CH3:23])[N:25]=4)([OH:33])[CH3:30])[CH:15]=[CH:16][C:11]=3[N:10]=[C:9]2[NH:18][CH2:19][CH2:20][O:21][CH3:22])[CH:5]=[CH:4][N:3]=1. Given the reactants [NH2:1][C:2]1[N:7]=[C:6]([N:8]2[C:12]3[CH:13]=[C:14](Br)[CH:15]=[CH:16][C:11]=3[N:10]=[C:9]2[NH:18][CH2:19][CH2:20][O:21][CH3:22])[CH:5]=[CH:4][N:3]=1.[CH3:23][C:24]1[N:25]=[C:26]([C:29]([OH:33])([C:31]#[CH:32])[CH3:30])[S:27][CH:28]=1.C(N(CC)CC)C, predict the reaction product. (2) Given the reactants [OH-].[Na+].S(O)(O)(=O)=O.[CH3:8][S:9][C:10](=[NH:12])[NH2:11].[NH2:13][C:14]1[C:15]([C:26](OC(C)=CC(=O)NC(C)(C)C)=[O:27])=[N:16][C:17]([Cl:25])=[C:18]([NH:20][CH2:21][CH:22]2[CH2:24][CH2:23]2)[N:19]=1, predict the reaction product. The product is: [NH2:13][C:14]1[C:15]([C:26]([NH:12][C:10]([S:9][CH3:8])=[NH:11])=[O:27])=[N:16][C:17]([Cl:25])=[C:18]([NH:20][CH2:21][CH:22]2[CH2:23][CH2:24]2)[N:19]=1. (3) Given the reactants [CH:1]1([N:5]2[CH2:11][CH2:10][C:9]3[CH:12]=[CH:13][C:14]([CH:16]4[CH2:21][CH2:20][NH:19][CH2:18][CH2:17]4)=[CH:15][C:8]=3[CH2:7][CH2:6]2)[CH2:4][CH2:3][CH2:2]1.Br[C:23]1[CH:24]=[CH:25][C:26]([C:29]([F:32])([F:31])[F:30])=[N:27][CH:28]=1, predict the reaction product. The product is: [CH:1]1([N:5]2[CH2:11][CH2:10][C:9]3[CH:12]=[CH:13][C:14]([CH:16]4[CH2:21][CH2:20][N:19]([C:23]5[CH:28]=[N:27][C:26]([C:29]([F:32])([F:31])[F:30])=[CH:25][CH:24]=5)[CH2:18][CH2:17]4)=[CH:15][C:8]=3[CH2:7][CH2:6]2)[CH2:4][CH2:3][CH2:2]1. (4) Given the reactants F[Sb-](F)(F)(F)(F)F.C(OC1C=CC([I+:23][C:24]2[CH:29]=[CH:28][C:27]([O:30][C:31]([CH2:34][C:35]([CH3:38])(C)C)(C)C)=[CH:26][CH:25]=2)=CC=1)(CC(C)(C)C)(C)C.[K+].[F:40][C:41]([F:59])([S:55]([O-:58])(=[O:57])=[O:56])[C:42]([F:54])([F:53])[C:43]([F:52])([F:51])[C:44]([F:50])([F:49])[S:45]([O-:48])(=[O:47])=[O:46].[K+].ClCCl, predict the reaction product. The product is: [F:50][C:44]([F:49])([S:45]([O-:48])(=[O:47])=[O:46])[C:43]([F:52])([F:51])[C:42]([F:53])([F:54])[C:41]([F:40])([F:59])[S:55]([O-:58])(=[O:56])=[O:57].[CH2:31]([O:30][C:27]1[CH:26]=[CH:25][C:24]([IH+:23])=[CH:29][CH:28]=1)[CH2:34][CH2:35][CH2:38][CH2:41][CH2:42][CH2:43][CH3:44].[CH2:31]([O:30][C:27]1[CH:26]=[CH:25][C:24]([IH+:23])=[CH:29][CH:28]=1)[CH2:34][CH2:35][CH2:38][CH2:41][CH2:42][CH2:43][CH3:44]. (5) Given the reactants C([O:3][C:4](=O)[CH2:5][C:6]([CH3:8])=O)C.[NH:10]1[C:14]([NH2:15])=[N:13][CH:12]=[N:11]1, predict the reaction product. The product is: [CH3:8][C:6]1[CH:5]=[C:4]([OH:3])[N:10]2[N:11]=[CH:12][N:13]=[C:14]2[N:15]=1. (6) Given the reactants [OH:1][C:2]1[CH:11]=[C:10]2[C:5]([CH:6]([C:12]([O:14][CH3:15])=[O:13])[CH2:7][CH2:8][O:9]2)=[CH:4][CH:3]=1.[Cl:16][C:17]1[CH:34]=[CH:33][C:20]([CH2:21][CH2:22][NH:23][C:24](=[O:32])[C:25]2[CH:30]=[CH:29][C:28](I)=[CH:27][CH:26]=2)=[CH:19][CH:18]=1.CC(C)(C(=O)CC(=O)C(C)(C)C)C.C([O-])([O-])=O.[Cs+].[Cs+], predict the reaction product. The product is: [Cl:16][C:17]1[CH:18]=[CH:19][C:20]([CH2:21][CH2:22][NH:23][C:24]([C:25]2[CH:26]=[CH:27][C:28]([O:1][C:2]3[CH:11]=[C:10]4[C:5]([CH:6]([C:12]([O:14][CH3:15])=[O:13])[CH2:7][CH2:8][O:9]4)=[CH:4][CH:3]=3)=[CH:29][CH:30]=2)=[O:32])=[CH:33][CH:34]=1. (7) The product is: [CH2:1]([O:8][C:9]([N:11]1[CH2:16][CH2:15][CH:14]([C:17](=[O:26])[NH:18][C:19]2[CH:24]=[C:23]([C:37]3[CH:36]=[CH:35][CH:34]=[CH:33][C:32]=3[O:31][CH2:30][CH:27]3[CH2:28][CH2:29]3)[N:22]=[CH:21][N:20]=2)[CH2:13][CH2:12]1)=[O:10])[C:2]1[CH:7]=[CH:6][CH:5]=[CH:4][CH:3]=1. Given the reactants [CH2:1]([O:8][C:9]([N:11]1[CH2:16][CH2:15][CH:14]([C:17](=[O:26])[NH:18][C:19]2[CH:24]=[C:23](Cl)[N:22]=[CH:21][N:20]=2)[CH2:13][CH2:12]1)=[O:10])[C:2]1[CH:7]=[CH:6][CH:5]=[CH:4][CH:3]=1.[CH:27]1([CH2:30][O:31][C:32]2[CH:37]=[CH:36][CH:35]=[CH:34][C:33]=2B(O)O)[CH2:29][CH2:28]1.C1(P(C2C=CC=CC=2)C2C=CC=CC=2)C=CC=CC=1, predict the reaction product.